The task is: Regression. Given two drug SMILES strings and cell line genomic features, predict the synergy score measuring deviation from expected non-interaction effect.. This data is from NCI-60 drug combinations with 297,098 pairs across 59 cell lines. (1) Drug 1: C1CN1C2=NC(=NC(=N2)N3CC3)N4CC4. Drug 2: C1CCN(CC1)CCOC2=CC=C(C=C2)C(=O)C3=C(SC4=C3C=CC(=C4)O)C5=CC=C(C=C5)O. Cell line: NCI-H322M. Synergy scores: CSS=-4.28, Synergy_ZIP=1.24, Synergy_Bliss=-0.263, Synergy_Loewe=-3.22, Synergy_HSA=-3.27. (2) Drug 1: CC(C1=C(C=CC(=C1Cl)F)Cl)OC2=C(N=CC(=C2)C3=CN(N=C3)C4CCNCC4)N. Drug 2: C1=CC=C(C=C1)NC(=O)CCCCCCC(=O)NO. Cell line: CAKI-1. Synergy scores: CSS=10.8, Synergy_ZIP=-7.73, Synergy_Bliss=-7.07, Synergy_Loewe=-5.13, Synergy_HSA=-4.22.